From a dataset of NCI-60 drug combinations with 297,098 pairs across 59 cell lines. Regression. Given two drug SMILES strings and cell line genomic features, predict the synergy score measuring deviation from expected non-interaction effect. (1) Drug 1: C1=NC2=C(N=C(N=C2N1C3C(C(C(O3)CO)O)F)Cl)N. Drug 2: C1CN1C2=NC(=NC(=N2)N3CC3)N4CC4. Cell line: RXF 393. Synergy scores: CSS=14.3, Synergy_ZIP=-1.87, Synergy_Bliss=2.91, Synergy_Loewe=-0.878, Synergy_HSA=-0.463. (2) Drug 1: C1=NC2=C(N=C(N=C2N1C3C(C(C(O3)CO)O)O)F)N. Drug 2: CCC(=C(C1=CC=CC=C1)C2=CC=C(C=C2)OCCN(C)C)C3=CC=CC=C3.C(C(=O)O)C(CC(=O)O)(C(=O)O)O. Cell line: UACC62. Synergy scores: CSS=-0.344, Synergy_ZIP=1.21, Synergy_Bliss=2.62, Synergy_Loewe=0.122, Synergy_HSA=0.474. (3) Drug 1: CCCS(=O)(=O)NC1=C(C(=C(C=C1)F)C(=O)C2=CNC3=C2C=C(C=N3)C4=CC=C(C=C4)Cl)F. Drug 2: COCCOC1=C(C=C2C(=C1)C(=NC=N2)NC3=CC=CC(=C3)C#C)OCCOC.Cl. Cell line: ACHN. Synergy scores: CSS=27.2, Synergy_ZIP=-2.11, Synergy_Bliss=2.05, Synergy_Loewe=-0.824, Synergy_HSA=3.87. (4) Drug 1: CN(C)N=NC1=C(NC=N1)C(=O)N. Drug 2: CC1=C(C(=CC=C1)Cl)NC(=O)C2=CN=C(S2)NC3=CC(=NC(=N3)C)N4CCN(CC4)CCO. Cell line: MDA-MB-435. Synergy scores: CSS=-11.2, Synergy_ZIP=4.94, Synergy_Bliss=3.50, Synergy_Loewe=-4.59, Synergy_HSA=-3.99. (5) Drug 1: CC(C1=C(C=CC(=C1Cl)F)Cl)OC2=C(N=CC(=C2)C3=CN(N=C3)C4CCNCC4)N. Drug 2: COC1=NC(=NC2=C1N=CN2C3C(C(C(O3)CO)O)O)N. Cell line: U251. Synergy scores: CSS=-1.02, Synergy_ZIP=0.649, Synergy_Bliss=-0.732, Synergy_Loewe=-4.51, Synergy_HSA=-2.80.